Dataset: Experimentally validated miRNA-target interactions with 360,000+ pairs, plus equal number of negative samples. Task: Binary Classification. Given a miRNA mature sequence and a target amino acid sequence, predict their likelihood of interaction. (1) The miRNA is hsa-miR-4536-5p with sequence UGUGGUAGAUAUAUGCACGAU. The protein sequence of the target gene is MGDAADPREMRKTFIVPAIKPFDHYDFSRAKIACNLAWLVAKAFGTENVPEELQEPFYTDQYDQEHIKPPVVNLLLSAELYCRAGSLILKSDAAKPLLGHDAVIQALAQKGLYVTDQEKLVTERDLHKKPIQMSAHLAMIDTLMMAYTVEMVSIEKVIACAQQYSAFFQATDLPYDIEDAVMYWINKVNEHLKDIMEQEQKLKEHHTVEAPGGQKSPSKWFWKLVPARYRKEQTLLKQLPCIPLVENLLKDGTDGCALAALIHFYCPDVVRLEDICLKETMSLADSLYNLQLIQEFCQEY.... Result: 0 (no interaction). (2) The miRNA is hsa-miR-26b-5p with sequence UUCAAGUAAUUCAGGAUAGGU. The protein sequence of the target gene is MEPRTGDAADPRGSRGGRGPSPLAGPSARQLLARLDARPLAARAAVDVAALVRRAGATLRLRRKEAVSVLDSADIEVTDSRLPHATIVDHRPQHRWLETCNAPPQLIQGKARSAPKPSQASGHFSVELVRGYAGFGLTLGGGRDVAGDTPLAVRGLLKDGPAQRCGRLEVGDLVLHINGESTQGLTHAQAVERIRAGGPQLHLVIRRPLETHPGKPRGVGEPRKGVVPSWPDRSPDPGGPEVTGSRSSSTSLVQHPPSRTTLKKTRGSPEPSPEAAADGPTVSPPERRAEDPNDQIPGSP.... Result: 1 (interaction). (3) The miRNA is cel-miR-237-5p with sequence UCCCUGAGAAUUCUCGAACAGCU. The protein sequence of the target gene is MKCFFPVLSCLAVLGVVSAQRQVTVQEGPLYRTEGSHITIWCNVSGYQGPSEQNFQWSIYLPSSPEREVQIVSTMDSSFPYAIYTQRVRGGKIFIERVQGNSTLLHITDLQARDAGEYECHTPSTDKQYFGSYSAKMNLVVIPDSLQTTAMPQTLHRVEQDPLELTCEVASETIQHSHLSVAWLRQKVGEKPVEVISLSRDFMLHSSSEYAQRQSLGEVRLDKLGRTTFRLTIFHLQPSDQGEFYCEAAEWIQDPDGSWYAMTRKRSEGAVVNVQPTDKEFTVRLETEKRLHTVGEPVEF.... Result: 0 (no interaction). (4) The miRNA is hsa-miR-16-5p with sequence UAGCAGCACGUAAAUAUUGGCG. The protein sequence of the target gene is MPYNFCLPSLSCRTSCSSRPCVPPSCHGYTLPGACNIPANVSNCNWFCEGSFNGSEKETMQFLNDRLASYLEKVRQLERDNAELENLIRERSQQQEPLLCPSYQSYFKTIEELQQKILCSKSENARLVVQIDNAKLAADDFRTKYQTEQSLRQLVESDINSLRRILDELTLCRSDLEAQMESLKEELLSLKQNHEQEVNTLRCQLGDRLNVEVDAAPAVDLNQVLNETRNQYEALVETNRREVEQWFATQTEELNKQVVSSSEQLQSYQAEIIELRRTVNALEIELQAQHNLRYSLENTL.... Result: 1 (interaction). (5) The protein sequence of the target gene is MASPGCLLCVLGLLLCGAASLELSRPHGDTAKKPIIGILMQKCRNKVMKNYGRYYIAASYVKYLESAGARVVPVRLDLTEKDYEILFKSINGILFPGGSVDLRRSDYAKVAKIFYNLSIQSFDDGDYFPVWGTCLGFEELSLLISGECLLTATDTVDVAMPLNFTGGQLHSRMFQNFPTELLLSLAVEPLTANFHKWSLSVKNFTMNEKLKKFFNVLTTNTDGKIEFISTMEGYKYPVYGVQWHPEKAPYEWKNLDGISHAPNAVKTAFYLAEFFVNEARKNNHHFKSESEEEKALIYQF.... Result: 0 (no interaction). The miRNA is cel-miR-73-3p with sequence UGGCAAGAUGUAGGCAGUUCAGU. (6) The miRNA is hsa-miR-4313 with sequence AGCCCCCUGGCCCCAAACCC. The protein sequence of the target gene is MGSARRALSVVPAVLLILVLPVWAQNDTEPIVLEGKCLVVCDSNPATDSKGSSSSPLGISVRAANSKVAFSAVRSTNHEPSEMSNKTRIIYFDQILVNVGNFFTLESVFVAPRKGIYSFSFHVIKVYQSQTIQVNLMLNGKPVISAFAGDKDVTREAATNGVLLYLDKEDKVYLKLEKGNLLGGWQYSTFSGFLVFPL. Result: 0 (no interaction).